This data is from Peptide-MHC class I binding affinity with 185,985 pairs from IEDB/IMGT. The task is: Regression. Given a peptide amino acid sequence and an MHC pseudo amino acid sequence, predict their binding affinity value. This is MHC class I binding data. (1) The peptide sequence is FMRGNRDFL. The MHC is H-2-Kb with pseudo-sequence H-2-Kb. The binding affinity (normalized) is 0.249. (2) The peptide sequence is VTSSVSSGY. The MHC is HLA-A02:11 with pseudo-sequence HLA-A02:11. The binding affinity (normalized) is 0.0847. (3) The peptide sequence is DEGFHAATV. The MHC is HLA-B15:01 with pseudo-sequence HLA-B15:01. The binding affinity (normalized) is 0.0847. (4) The peptide sequence is YADSVKGRFT. The MHC is HLA-A68:02 with pseudo-sequence HLA-A68:02. The binding affinity (normalized) is 0. (5) The MHC is HLA-A03:01 with pseudo-sequence HLA-A03:01. The peptide sequence is TIKIGGQLK. The binding affinity (normalized) is 0.657. (6) The peptide sequence is RLRDLNQAV. The MHC is HLA-A68:02 with pseudo-sequence HLA-A68:02. The binding affinity (normalized) is 0.213. (7) The peptide sequence is RSNNKFTLK. The MHC is HLA-B35:01 with pseudo-sequence HLA-B35:01. The binding affinity (normalized) is 0.0847. (8) The peptide sequence is FLLASVYSV. The MHC is H-2-Kb with pseudo-sequence H-2-Kb. The binding affinity (normalized) is 0. (9) The peptide sequence is ITVDDDGTMR. The MHC is HLA-A68:01 with pseudo-sequence HLA-A68:01. The binding affinity (normalized) is 0.598. (10) The peptide sequence is VPNYNLIVM. The MHC is HLA-B35:01 with pseudo-sequence HLA-B35:01. The binding affinity (normalized) is 0.564.